Dataset: Catalyst prediction with 721,799 reactions and 888 catalyst types from USPTO. Task: Predict which catalyst facilitates the given reaction. Reactant: [Cl:1][C:2]1[CH:7]=[CH:6][C:5]([C:8]2[CH:9]=[C:10]3[C@@H:25](O)[CH2:24][C:23]([CH3:28])([CH3:27])[O:22][C:11]3=[N:12][C:13]=2[C:14]2[CH:19]=[CH:18][C:17]([Cl:20])=[CH:16][C:15]=2[Cl:21])=[CH:4][CH:3]=1.C1(P(C2C=CC=CC=2)C2C=CC=CC=2)C=CC=CC=1.[NH:48]1C=CN=C1.[N:53](C(OC(C)C)=O)=[N:54]C(OC(C)C)=O. Product: [N:48]([C@H:25]1[C:10]2[C:11](=[N:12][C:13]([C:14]3[CH:19]=[CH:18][C:17]([Cl:20])=[CH:16][C:15]=3[Cl:21])=[C:8]([C:5]3[CH:4]=[CH:3][C:2]([Cl:1])=[CH:7][CH:6]=3)[CH:9]=2)[O:22][C:23]([CH3:28])([CH3:27])[CH2:24]1)=[N+:53]=[N-:54]. The catalyst class is: 2.